This data is from Reaction yield outcomes from USPTO patents with 853,638 reactions. The task is: Predict the reaction yield, written as a fraction of the theoretical maximum amount of product (1.0 means a 100% yield; for example, 0.34 means a 34% yield). (1) The reactants are [F:1][C:2]1[CH:7]=[C:6]([O:8][CH2:9][CH:10]2[CH2:15][CH2:14][N:13]([CH2:16][C:17]([F:20])([CH3:19])[CH3:18])[CH2:12][CH2:11]2)[CH:5]=[CH:4][C:3]=1[C:21]1[CH:22]=[CH:23][C:24]([C:27](O)=[O:28])=[N:25][CH:26]=1.C(Cl)CCl.C1C=CC2N(O)N=NC=2C=1.CCN(C(C)C)C(C)C.[NH:53]1[CH2:57][CH2:56][CH2:55][C@H:54]1[C:58]([NH2:60])=[O:59]. The catalyst is C(Cl)Cl.O. The product is [F:1][C:2]1[CH:7]=[C:6]([O:8][CH2:9][CH:10]2[CH2:11][CH2:12][N:13]([CH2:16][C:17]([F:20])([CH3:18])[CH3:19])[CH2:14][CH2:15]2)[CH:5]=[CH:4][C:3]=1[C:21]1[CH:22]=[CH:23][C:24]([C:27]([N:53]2[CH2:57][CH2:56][CH2:55][C@H:54]2[C:58]([NH2:60])=[O:59])=[O:28])=[N:25][CH:26]=1. The yield is 0.510. (2) The reactants are Cl[C:2]1[CH:7]=[C:6]([C:8]2[CH:13]=[C:12]([Br:14])[CH:11]=[CH:10][C:9]=2[O:15][CH3:16])[N:5]=[C:4]([NH2:17])[N:3]=1.[F:18][C:19]([F:28])([F:27])[C:20]1[CH:25]=[CH:24][C:23]([NH2:26])=[CH:22][CH:21]=1. No catalyst specified. The product is [Br:14][C:12]1[CH:11]=[CH:10][C:9]([O:15][CH3:16])=[C:8]([C:6]2[N:5]=[C:4]([NH2:17])[N:3]=[C:2]([NH:26][C:23]3[CH:24]=[CH:25][C:20]([C:19]([F:18])([F:27])[F:28])=[CH:21][CH:22]=3)[CH:7]=2)[CH:13]=1. The yield is 0.900. (3) The reactants are Cl[C:2]1[C:3]([C:16]([O:18][CH3:19])=[O:17])=[CH:4][C:5]([F:15])=[C:6]([CH:14]=1)[C:7]([O:9][C:10]([CH3:13])([CH3:12])[CH3:11])=[O:8].P([O-])([O-])([O-])=O.[K+].[K+].[K+].[CH:28]1(B(O)O)[CH2:30][CH2:29]1.F[B-](F)(F)F.C1(P(C2CCCCC2)C2CCCCC2)CCCCC1. The catalyst is C1(C)C=CC=CC=1.O.CC(O)=O.CC(O)=O.[Pd]. The product is [CH:28]1([C:2]2[C:3]([C:16]([O:18][CH3:19])=[O:17])=[CH:4][C:5]([F:15])=[C:6]([CH:14]=2)[C:7]([O:9][C:10]([CH3:13])([CH3:12])[CH3:11])=[O:8])[CH2:30][CH2:29]1. The yield is 0.770.